Dataset: Reaction yield outcomes from USPTO patents with 853,638 reactions. Task: Predict the reaction yield, written as a fraction of the theoretical maximum amount of product (1.0 means a 100% yield; for example, 0.34 means a 34% yield). The reactants are [Br:1][C:2]1[C:3](=[O:9])[NH:4][C:5](=[O:8])[NH:6][CH:7]=1.[CH3:10]/C(/O[Si](C)(C)C)=N\[Si](C)(C)C.[F:22][C:23]1[CH:30]=[CH:29][CH:28]=[C:27]([F:31])[C:24]=1[CH2:25]Br. The catalyst is ClC(Cl)C. The product is [Br:1][C:2]1[C:3](=[O:9])[NH:4][C:5](=[O:8])[N:6]([CH2:25][C:24]2[C:23]([F:22])=[CH:30][CH:29]=[CH:28][C:27]=2[F:31])[C:7]=1[CH3:10]. The yield is 0.500.